Dataset: Forward reaction prediction with 1.9M reactions from USPTO patents (1976-2016). Task: Predict the product of the given reaction. (1) Given the reactants [Cl:1][C:2]1[C:7]([F:8])=[CH:6][CH:5]=[C:4]([Cl:9])[C:3]=1[CH:10]([O:12][C:13]1[C:14]([NH2:31])=[N:15][CH:16]=[C:17]([C:19]2[CH:24]=[CH:23][C:22]([P:25]([CH3:28])([CH3:27])=[O:26])=[CH:21][C:20]=2[O:29]C)[CH:18]=1)[CH3:11].Cl.N1C=CC=CC=1, predict the reaction product. The product is: [NH2:31][C:14]1[N:15]=[CH:16][C:17]([C:19]2[CH:24]=[CH:23][C:22]([P:25]([CH3:28])([CH3:27])=[O:26])=[CH:21][C:20]=2[OH:29])=[CH:18][C:13]=1[O:12][CH:10]([C:3]1[C:4]([Cl:9])=[CH:5][CH:6]=[C:7]([F:8])[C:2]=1[Cl:1])[CH3:11]. (2) The product is: [Cl:33][C:34]1[CH:42]=[CH:41][C:37]([C:38]([NH:1][CH2:2][CH2:3][CH2:4][N:5]([CH2:10][C:11]2[CH:16]=[CH:15][CH:14]=[C:13]([C:17]3[CH:22]=[CH:21][N:20]=[C:19]([NH:23][CH2:24][CH2:25][C:26]4[CH:27]=[CH:28][C:29]([OH:32])=[CH:30][CH:31]=4)[N:18]=3)[CH:12]=2)[S:6]([CH3:9])(=[O:8])=[O:7])=[O:39])=[CH:36][CH:35]=1. Given the reactants [NH2:1][CH2:2][CH2:3][CH2:4][N:5]([CH2:10][C:11]1[CH:16]=[CH:15][CH:14]=[C:13]([C:17]2[CH:22]=[CH:21][N:20]=[C:19]([NH:23][CH2:24][CH2:25][C:26]3[CH:31]=[CH:30][C:29]([OH:32])=[CH:28][CH:27]=3)[N:18]=2)[CH:12]=1)[S:6]([CH3:9])(=[O:8])=[O:7].[Cl:33][C:34]1[CH:42]=[CH:41][C:37]([C:38](O)=[O:39])=[CH:36][CH:35]=1, predict the reaction product. (3) Given the reactants F[C:2]1[CH:7]=[CH:6][C:5]([S:8]([C:11]([F:14])([F:13])[F:12])(=[NH:10])=[O:9])=[CH:4][CH:3]=1.C(=O)([O-])[O-].[K+].[K+].[I-].[K+].[C-:23]#[N:24].[K+], predict the reaction product. The product is: [F:12][C:11]([F:14])([F:13])[S:8]([C:5]1[CH:6]=[CH:7][C:2]([C:23]#[N:24])=[CH:3][CH:4]=1)(=[NH:10])=[O:9]. (4) Given the reactants C(N([CH2:6][CH3:7])CC)C.[F:8][C:9]1[CH:18]=[C:17]2[C:12]([C:13](=O)[CH2:14][CH2:15][O:16]2)=[CH:11][CH:10]=1.CS([Cl:24])(=O)=O.C(=O)(O)[O-].[Na+], predict the reaction product. The product is: [Cl:24][C:13]1([CH:6]=[CH2:7])[C:12]2[C:17](=[CH:18][C:9]([F:8])=[CH:10][CH:11]=2)[O:16][CH2:15][CH2:14]1. (5) Given the reactants Br[C:2]1[CH:3]=[CH:4][C:5]([NH:8][C:9]([C:11]2[CH:33]=[CH:32][C:14]([O:15][C:16]3[CH:25]=[C:24]4[C:19]([CH:20]([C:26]([O:28][CH2:29][CH3:30])=[O:27])[CH2:21][CH2:22][O:23]4)=[CH:18][C:17]=3[Cl:31])=[CH:13][CH:12]=2)=[O:10])=[N:6][CH:7]=1.[Cl:34][C:35]1[CH:40]=[CH:39][C:38](B(O)O)=[CH:37][CH:36]=1.C([O-])([O-])=O.[Na+].[Na+], predict the reaction product. The product is: [Cl:31][C:17]1[CH:18]=[C:19]2[C:24](=[CH:25][C:16]=1[O:15][C:14]1[CH:32]=[CH:33][C:11]([C:9](=[O:10])[NH:8][C:5]3[CH:4]=[CH:3][C:2]([C:38]4[CH:39]=[CH:40][C:35]([Cl:34])=[CH:36][CH:37]=4)=[CH:7][N:6]=3)=[CH:12][CH:13]=1)[O:23][CH2:22][CH2:21][CH:20]2[C:26]([O:28][CH2:29][CH3:30])=[O:27]. (6) Given the reactants [C:1](Cl)(Cl)=[O:2].[NH2:5][C:6]1[C:7]([OH:23])=[C:8]([C:20](=[O:22])[CH3:21])[CH:9]=[C:10]([O:12][CH2:13][C:14]2[CH:19]=[CH:18][CH:17]=[CH:16][CH:15]=2)[CH:11]=1.[Cl-].[NH4+].Cl, predict the reaction product. The product is: [C:20]([C:8]1[C:7]2[O:23][C:1](=[O:2])[NH:5][C:6]=2[CH:11]=[C:10]([O:12][CH2:13][C:14]2[CH:19]=[CH:18][CH:17]=[CH:16][CH:15]=2)[CH:9]=1)(=[O:22])[CH3:21].